This data is from Reaction yield outcomes from USPTO patents with 853,638 reactions. The task is: Predict the reaction yield, written as a fraction of the theoretical maximum amount of product (1.0 means a 100% yield; for example, 0.34 means a 34% yield). (1) The reactants are [F:1][C:2]([F:14])([F:13])[C:3]1[CH:12]=[CH:11][CH:10]=[CH:9][C:4]=1[O:5][CH2:6][CH:7]=O.Cl.[NH2:16][CH2:17][CH2:18][NH:19][S:20]([C:23]1[C:24]2[CH:25]=[CH:26][N:27]=[C:28]([Cl:33])[C:29]=2[CH:30]=[CH:31][CH:32]=1)(=[O:22])=[O:21].CCN(CC)CC.[BH4-].[Na+]. The catalyst is CO. The product is [F:1][C:2]([F:14])([F:13])[C:3]1[CH:12]=[CH:11][CH:10]=[CH:9][C:4]=1[O:5][CH2:6][CH2:7][NH:16][CH2:17][CH2:18][NH:19][S:20]([C:23]1[C:24]2[CH:25]=[CH:26][N:27]=[C:28]([Cl:33])[C:29]=2[CH:30]=[CH:31][CH:32]=1)(=[O:21])=[O:22]. The yield is 0.310. (2) The reactants are [C:1]([C:5]1[CH:6]=[C:7]([NH:20][C:21]([NH:23][C@@H:24]2[C:33]3[C:28](=[CH:29][CH:30]=[CH:31][CH:32]=3)[C@H:27]([O:34][C:35]3[CH:36]=[CH:37][C:38]4[N:39]([C:41]([CH:44]([CH3:46])[CH3:45])=[N:42][N:43]=4)[CH:40]=3)[CH2:26][CH2:25]2)=[O:22])[N:8]([CH2:10][CH2:11][O:12][Si](C(C)(C)C)(C)C)[N:9]=1)([CH3:4])([CH3:3])[CH3:2].CCCC[N+](CCCC)(CCCC)CCCC.[F-]. The catalyst is C1COCC1.O.C(Cl)Cl. The product is [C:1]([C:5]1[CH:6]=[C:7]([NH:20][C:21]([NH:23][C@@H:24]2[C:33]3[C:28](=[CH:29][CH:30]=[CH:31][CH:32]=3)[C@H:27]([O:34][C:35]3[CH:36]=[CH:37][C:38]4[N:39]([C:41]([CH:44]([CH3:46])[CH3:45])=[N:42][N:43]=4)[CH:40]=3)[CH2:26][CH2:25]2)=[O:22])[N:8]([CH2:10][CH2:11][OH:12])[N:9]=1)([CH3:4])([CH3:3])[CH3:2]. The yield is 0.570. (3) The reactants are C[Si]([N-][Si](C)(C)C)(C)C.[Li+].F[C:12]1[C:13]([C:20]2[NH:29][C:28](=[O:30])[C:27]3[C:22](=[CH:23][C:24]([O:33][CH3:34])=[CH:25][C:26]=3[O:31][CH3:32])[N:21]=2)=[N:14][CH:15]=[C:16]([O:18][CH3:19])[CH:17]=1.[CH:35]([N:38]1[CH2:43][CH2:42][CH:41]([NH2:44])[CH2:40][CH2:39]1)([CH3:37])[CH3:36]. The catalyst is C1COCC1.[NH4+].[Cl-]. The product is [CH:35]([N:38]1[CH2:43][CH2:42][CH:41]([NH:44][C:12]2[C:13]([C:20]3[NH:29][C:28](=[O:30])[C:27]4[C:22](=[CH:23][C:24]([O:33][CH3:34])=[CH:25][C:26]=4[O:31][CH3:32])[N:21]=3)=[N:14][CH:15]=[C:16]([O:18][CH3:19])[CH:17]=2)[CH2:40][CH2:39]1)([CH3:37])[CH3:36]. The yield is 0.310. (4) The reactants are Br[C:2]1[CH:3]=[C:4]([CH2:9][N:10]([CH2:19][C:20]2[C:21]([NH:33][CH:34]3[CH2:39][CH2:38][O:37][CH2:36][CH2:35]3)=[C:22]3[CH:30]=[N:29][N:28]([CH2:31][CH3:32])[C:23]3=[N:24][C:25]=2[CH2:26][CH3:27])[C:11]([C:13]2([C:16]([NH2:18])=[O:17])[CH2:15][CH2:14]2)=[O:12])[CH:5]=[CH:6][C:7]=1[F:8].[CH3:40][N:41]1[CH2:46][CH2:45][CH:44]([CH2:47][C:48]2[CH:53]=[CH:52][CH:51]=[C:50](B3OC(C)(C)C(C)(C)O3)[CH:49]=2)[CH2:43][CH2:42]1.C([O-])([O-])=O.[Na+].[Na+]. The catalyst is O1CCOCC1.O.C1C=CC(P(C2C=CC=CC=2)[C-]2C=CC=C2)=CC=1.C1C=CC(P(C2C=CC=CC=2)[C-]2C=CC=C2)=CC=1.Cl[Pd]Cl.[Fe+2]. The product is [CH2:31]([N:28]1[C:23]2=[N:24][C:25]([CH2:26][CH3:27])=[C:20]([CH2:19][N:10]([CH2:9][C:4]3[CH:3]=[C:2]([C:52]4[CH:51]=[CH:50][CH:49]=[C:48]([CH2:47][CH:44]5[CH2:45][CH2:46][N:41]([CH3:40])[CH2:42][CH2:43]5)[CH:53]=4)[C:7]([F:8])=[CH:6][CH:5]=3)[C:11]([C:13]3([C:16]([NH2:18])=[O:17])[CH2:15][CH2:14]3)=[O:12])[C:21]([NH:33][CH:34]3[CH2:39][CH2:38][O:37][CH2:36][CH2:35]3)=[C:22]2[CH:30]=[N:29]1)[CH3:32]. The yield is 0.0212. (5) The reactants are [C:1]([O:5][C:6]([N:8]1[CH2:12][CH2:11][CH:10]([C:13]2[CH:21]=[CH:20][C:19]([C:22]([O:24][CH3:25])=[O:23])=[C:18]3[C:14]=2[CH:15]=[CH:16][N:17]3C(OC(C)(C)C)=O)[CH2:9]1)=[O:7])([CH3:4])([CH3:3])[CH3:2].[Li+].CC([N-]C(C)C)C.II. The catalyst is C1COCC1. The product is [C:1]([O:5][C:6]([N:8]1[CH2:12][CH:11]=[C:10]([C:13]2[CH:21]=[CH:20][C:19]([C:22]([O:24][CH3:25])=[O:23])=[C:18]3[C:14]=2[CH:15]=[CH:16][NH:17]3)[CH2:9]1)=[O:7])([CH3:4])([CH3:3])[CH3:2]. The yield is 0.970. (6) The reactants are C(Cl)CCl.[NH2:5][C:6]1[N:11]=[CH:10][C:9](/[CH:12]=[CH:13]/[C:14]([OH:16])=O)=[CH:8][CH:7]=1.[CH3:17][N:18]1[C:26]2[C:21](=[CH:22][CH:23]=[CH:24][CH:25]=2)[C:20]([CH2:27][NH:28][CH3:29])=[N:19]1.C1C=CC2N(O)N=NC=2C=1.O.CCN(CC)CC. The catalyst is CN(C=O)C. The product is [NH2:5][C:6]1[N:11]=[CH:10][C:9](/[CH:12]=[CH:13]/[C:14]([N:28]([CH3:29])[CH2:27][C:20]2[C:21]3[C:26](=[CH:25][CH:24]=[CH:23][CH:22]=3)[N:18]([CH3:17])[N:19]=2)=[O:16])=[CH:8][CH:7]=1. The yield is 0.740. (7) The reactants are [NH2:1][C:2]1[CH:7]=[CH:6][C:5]([C:8]2[O:12][C:11]([C@H:13]([NH:24][C:25]3[CH:32]=[CH:31][C:28]([C:29]#[N:30])=[C:27]([Cl:33])[C:26]=3[CH3:34])[C@H:14]([O:16][Si:17]([C:20]([CH3:23])([CH3:22])[CH3:21])([CH3:19])[CH3:18])[CH3:15])=[N:10][N:9]=2)=[CH:4][CH:3]=1.[C:35](Cl)(=[O:37])[CH3:36]. The catalyst is C(Cl)Cl.N1C=CC=CC=1. The product is [Si:17]([O:16][C@H:14]([CH3:15])[C@H:13]([C:11]1[O:12][C:8]([C:5]2[CH:4]=[CH:3][C:2]([NH:1][C:35](=[O:37])[CH3:36])=[CH:7][CH:6]=2)=[N:9][N:10]=1)[NH:24][C:25]1[CH:32]=[CH:31][C:28]([C:29]#[N:30])=[C:27]([Cl:33])[C:26]=1[CH3:34])([C:20]([CH3:22])([CH3:23])[CH3:21])([CH3:19])[CH3:18]. The yield is 1.00.